Dataset: NCI-60 drug combinations with 297,098 pairs across 59 cell lines. Task: Regression. Given two drug SMILES strings and cell line genomic features, predict the synergy score measuring deviation from expected non-interaction effect. (1) Drug 1: COC1=NC(=NC2=C1N=CN2C3C(C(C(O3)CO)O)O)N. Drug 2: CC1=C2C(C(=O)C3(C(CC4C(C3C(C(C2(C)C)(CC1OC(=O)C(C(C5=CC=CC=C5)NC(=O)OC(C)(C)C)O)O)OC(=O)C6=CC=CC=C6)(CO4)OC(=O)C)O)C)O. Cell line: M14. Synergy scores: CSS=-14.6, Synergy_ZIP=-1.97, Synergy_Bliss=-17.8, Synergy_Loewe=-27.8, Synergy_HSA=-23.6. (2) Drug 1: CS(=O)(=O)OCCCCOS(=O)(=O)C. Drug 2: CN(C(=O)NC(C=O)C(C(C(CO)O)O)O)N=O. Cell line: M14. Synergy scores: CSS=-11.6, Synergy_ZIP=10.4, Synergy_Bliss=10.7, Synergy_Loewe=-0.171, Synergy_HSA=-1.56. (3) Drug 1: CN(C)N=NC1=C(NC=N1)C(=O)N. Drug 2: CC1=CC=C(C=C1)C2=CC(=NN2C3=CC=C(C=C3)S(=O)(=O)N)C(F)(F)F. Cell line: DU-145. Synergy scores: CSS=15.6, Synergy_ZIP=-1.92, Synergy_Bliss=6.88, Synergy_Loewe=2.67, Synergy_HSA=5.36. (4) Drug 2: CCN(CC)CCNC(=O)C1=C(NC(=C1C)C=C2C3=C(C=CC(=C3)F)NC2=O)C. Cell line: SF-268. Synergy scores: CSS=15.2, Synergy_ZIP=-5.27, Synergy_Bliss=-0.397, Synergy_Loewe=-1.54, Synergy_HSA=-1.39. Drug 1: C1CN1P(=S)(N2CC2)N3CC3.